From a dataset of Forward reaction prediction with 1.9M reactions from USPTO patents (1976-2016). Predict the product of the given reaction. (1) The product is: [CH2:46]([O:45][CH:26]([O:27][CH2:28][CH3:52])[CH2:25][CH2:24][C:2]1[CH:3]=[N:4][CH:5]=[CH:6][CH:7]=1)[CH3:47]. Given the reactants Br[C:2]1[CH:3]=[N:4][CH:5]=[CH:6][CH:7]=1.C1(P(C2CCCCC2)C2C=CC=CC=2C2[C:26]([O:27][CH3:28])=[CH:25][CH:24]=CC=2OC)CCCCC1.P([O-])([O-])([O-])=O.[K+].[K+].[K+].[O:45]1[CH2:47][CH2:46][O:45][CH2:47][CH2:46]1.[O:45]1[CH2:46][CH2:47][CH2:52][CH2:52]1.[C:52]1(C)C=CC=CC=1, predict the reaction product. (2) Given the reactants [C:12]([O:11][C:9](O[C:9]([O:11][C:12]([CH3:15])([CH3:14])[CH3:13])=[O:10])=[O:10])([CH3:15])([CH3:14])[CH3:13].C(N(CC)CC)C.[Br:23][C:24]1[CH:31]=[CH:30][C:27]([CH2:28][NH2:29])=[CH:26][CH:25]=1, predict the reaction product. The product is: [C:12]([O:11][C:9]([NH:29][CH2:28][C:27]1[CH:30]=[CH:31][C:24]([Br:23])=[CH:25][CH:26]=1)=[O:10])([CH3:13])([CH3:14])[CH3:15]. (3) Given the reactants C(OC([N:8]=[C:9]([NH:40]C(OC(C)(C)C)=O)[NH:10][C:11]1[CH:12]=[C:13]([CH:17]([O:21][P:22]([C@@H:25]([NH:29][S:30]([CH2:33][C:34]2[CH:39]=[CH:38][CH:37]=[CH:36][CH:35]=2)(=[O:32])=[O:31])[CH:26]([CH3:28])[CH3:27])([OH:24])=[O:23])[C:18]([OH:20])=[O:19])[CH:14]=[CH:15][CH:16]=1)=O)(C)(C)C.C(O)(C(F)(F)F)=O, predict the reaction product. The product is: [NH:10]([C:11]1[CH:12]=[C:13]([CH:17]([O:21][P:22]([CH:25]([NH:29][S:30]([CH2:33][C:34]2[CH:39]=[CH:38][CH:37]=[CH:36][CH:35]=2)(=[O:31])=[O:32])[CH:26]([CH3:28])[CH3:27])([OH:24])=[O:23])[C:18]([OH:20])=[O:19])[CH:14]=[CH:15][CH:16]=1)[C:9]([NH2:40])=[NH:8]. (4) Given the reactants [C:1]([Si:5]([O:8][CH:9]([CH2:14][CH2:15][C:16]1[CH:21]=[CH:20][C:19]([C:22]([CH2:41][CH3:42])([C:25]2[CH:30]=[CH:29][C:28](B3OC(C)(C)C(C)(C)O3)=[C:27]([CH3:40])[CH:26]=2)[CH2:23][CH3:24])=[CH:18][C:17]=1[CH3:43])[C:10]([CH3:13])([CH3:12])[CH3:11])([CH3:7])[CH3:6])([CH3:4])([CH3:3])[CH3:2].[CH3:44][O:45][C:46](=[O:55])[CH2:47][C:48]1[CH:49]=[N:50][CH:51]=[C:52](Br)[CH:53]=1.P([O-])([O-])([O-])=O.[K+].[K+].[K+], predict the reaction product. The product is: [CH3:44][O:45][C:46](=[O:55])[CH2:47][C:48]1[CH:49]=[N:50][CH:51]=[C:52]([C:28]2[CH:29]=[CH:30][C:25]([C:22]([C:19]3[CH:20]=[CH:21][C:16]([CH2:15][CH2:14][CH:9]([O:8][Si:5]([C:1]([CH3:4])([CH3:3])[CH3:2])([CH3:6])[CH3:7])[C:10]([CH3:13])([CH3:12])[CH3:11])=[C:17]([CH3:43])[CH:18]=3)([CH2:23][CH3:24])[CH2:41][CH3:42])=[CH:26][C:27]=2[CH3:40])[CH:53]=1.